Dataset: Forward reaction prediction with 1.9M reactions from USPTO patents (1976-2016). Task: Predict the product of the given reaction. (1) Given the reactants Br[CH2:2][CH2:3][CH2:4][N:5]1[C:9](=[O:10])[C:8]2=[CH:11][CH:12]=[CH:13][CH:14]=[C:7]2[C:6]1=[O:15].[CH:16]([N:19]1[CH2:24][CH2:23][NH:22][CH2:21][CH2:20]1)([CH3:18])[CH3:17].C(N(C(C)C)CC)(C)C.[Na+].[Cl-], predict the reaction product. The product is: [CH:16]([N:19]1[CH2:24][CH2:23][N:22]([CH2:2][CH2:3][CH2:4][N:5]2[C:9](=[O:10])[C:8]3[C:7](=[CH:14][CH:13]=[CH:12][CH:11]=3)[C:6]2=[O:15])[CH2:21][CH2:20]1)([CH3:18])[CH3:17]. (2) Given the reactants [Cl:1][C:2]1[CH:7]=[CH:6][C:5]([S:8]([N:11]2[CH2:16][CH2:15][N:14]3[CH2:17][C@H:18]([OH:20])[CH2:19][C@H:13]3[CH2:12]2)(=[O:10])=[O:9])=[CH:4][C:3]=1[C:21]([F:24])([F:23])[F:22].[H-].[Na+].I[CH2:28][CH3:29], predict the reaction product. The product is: [Cl:1][C:2]1[CH:7]=[CH:6][C:5]([S:8]([N:11]2[CH2:16][CH2:15][N:14]3[CH2:17][C@H:18]([O:20][CH2:28][CH3:29])[CH2:19][C@H:13]3[CH2:12]2)(=[O:9])=[O:10])=[CH:4][C:3]=1[C:21]([F:22])([F:23])[F:24]. (3) Given the reactants C[O-].[Na+].[CH:4](OCC)=[O:5].[CH3:9][C:10]1[CH:15]=[C:14]([CH3:16])[CH:13]=[C:12]([CH3:17])[C:11]=1[CH2:18][C:19]#[N:20].O, predict the reaction product. The product is: [CH:4]([CH:18]([C:11]1[C:12]([CH3:17])=[CH:13][C:14]([CH3:16])=[CH:15][C:10]=1[CH3:9])[C:19]#[N:20])=[O:5]. (4) Given the reactants C([O:3][C:4]([CH2:6][CH2:7][C:8]1[C:13]([O:14][CH2:15][CH2:16][CH2:17][C:18]([O:20]CC)=[O:19])=[CH:12][CH:11]=[CH:10][C:9]=1[CH2:23][CH2:24][CH2:25][CH2:26][CH2:27][CH2:28][O:29][C:30]1[CH:31]=[C:32]([C:43]([OH:45])=O)[CH:33]=[C:34]([C:36]2[CH:41]=[CH:40][CH:39]=[C:38]([F:42])[CH:37]=2)[CH:35]=1)=[O:5])C.[CH:46]1([NH2:49])[CH2:48][CH2:47]1, predict the reaction product. The product is: [C:4]([CH2:6][CH2:7][C:8]1[C:9]([CH2:23][CH2:24][CH2:25][CH2:26][CH2:27][CH2:28][O:29][C:30]2[CH:35]=[C:34]([C:36]3[CH:41]=[CH:40][CH:39]=[C:38]([F:42])[CH:37]=3)[CH:33]=[C:32]([C:43](=[O:45])[NH:49][CH:46]3[CH2:48][CH2:47]3)[CH:31]=2)=[CH:10][CH:11]=[CH:12][C:13]=1[O:14][CH2:15][CH2:16][CH2:17][C:18]([OH:20])=[O:19])([OH:3])=[O:5]. (5) Given the reactants [O:1]=[C:2]1[N:6]([C:7]2[CH:8]=[CH:9][C:10]3[C:16](=[O:17])[CH2:15][CH2:14][S:13][CH2:12][C:11]=3[CH:18]=2)[CH2:5][C@H:4]([CH2:19]OS(C)(=O)=O)[O:3]1.[N-:25]=[N+:26]=[N-:27].[Na+], predict the reaction product. The product is: [N:25]([CH2:19][C@@H:4]1[O:3][C:2](=[O:1])[N:6]([C:7]2[CH:8]=[CH:9][C:10]3[C:16](=[O:17])[CH2:15][CH2:14][S:13][CH2:12][C:11]=3[CH:18]=2)[CH2:5]1)=[N+:26]=[N-:27]. (6) Given the reactants [CH3:1][CH2:2][O:3][C:4]([C@@H:6]([NH:15][C@H:16]([C:18]([N:20]1[C@H:27]([C:28]([OH:30])=[O:29])[CH2:26][C@H:25]2[C@@H:21]1[CH2:22][CH2:23][CH2:24]2)=[O:19])[CH3:17])[CH2:7][CH2:8][C:9]1[CH:10]=[CH:11][CH:12]=[CH:13][CH:14]=1)=[O:5].[NH2:31][C@H:32]([C:40]([OH:42])=[O:41])[CH2:33][CH2:34][CH2:35][NH:36][C:37](=[NH:39])[NH2:38], predict the reaction product. The product is: [CH3:1][CH2:2][O:3][C:4]([C@@H:6]([NH:15][C@H:16]([C:18]([N:20]1[C@H:27]([C:28]([OH:30])=[O:29])[CH2:26][C@H:25]2[C@@H:21]1[CH2:22][CH2:23][CH2:24]2)=[O:19])[CH3:17])[CH2:7][CH2:8][C:9]1[CH:14]=[CH:13][CH:12]=[CH:11][CH:10]=1)=[O:5].[NH2:31][C@H:32]([C:40]([OH:42])=[O:41])[CH2:33][CH2:34][CH2:35][NH:36][C:37](=[NH:38])[NH2:39]. (7) Given the reactants [OH:1][C:2]1[CH:7]=[CH:6][C:5]([NH:8][C:9](=[O:11])[CH3:10])=[CH:4][CH:3]=1.[Br:12][CH2:13][C:14](Cl)=[O:15], predict the reaction product. The product is: [Br:12][CH2:13][C:14]([O:1][C:2]1[CH:3]=[CH:4][C:5]([NH:8][C:9](=[O:11])[CH3:10])=[CH:6][CH:7]=1)=[O:15]. (8) Given the reactants [CH2:1]([N:8]1[C:17]2[CH:18]=[C:19]([O:22][CH2:23][C@@H:24]([NH:29]C(=O)OC(C)(C)C)[CH2:25][CH:26]([CH3:28])[CH3:27])[CH:20]=[CH:21][C:16]=2[C:15]2[C:10](=[CH:11][N:12]=[CH:13][CH:14]=2)[C:9]1=[O:37])[C:2]1[CH:7]=[CH:6][CH:5]=[CH:4][CH:3]=1.Cl.C(OCC)C, predict the reaction product. The product is: [NH2:29][C@@H:24]([CH2:25][CH:26]([CH3:28])[CH3:27])[CH2:23][O:22][C:19]1[CH:20]=[CH:21][C:16]2[C:15]3[C:10](=[CH:11][N:12]=[CH:13][CH:14]=3)[C:9](=[O:37])[N:8]([CH2:1][C:2]3[CH:7]=[CH:6][CH:5]=[CH:4][CH:3]=3)[C:17]=2[CH:18]=1. (9) Given the reactants [Cl:1][C:2]1[N:6]2[CH:7]=[C:8]([OH:15])[CH:9]=[C:10]([C:11]([F:14])([F:13])[F:12])[C:5]2=[N:4][C:3]=1[C:16]([O:18][CH3:19])=[O:17].C(=O)([O-])[O-].[K+].[K+].[CH2:26](I)[CH3:27], predict the reaction product. The product is: [Cl:1][C:2]1[N:6]2[CH:7]=[C:8]([O:15][CH2:26][CH3:27])[CH:9]=[C:10]([C:11]([F:12])([F:14])[F:13])[C:5]2=[N:4][C:3]=1[C:16]([O:18][CH3:19])=[O:17].